This data is from Peptide-MHC class II binding affinity with 134,281 pairs from IEDB. The task is: Regression. Given a peptide amino acid sequence and an MHC pseudo amino acid sequence, predict their binding affinity value. This is MHC class II binding data. The peptide sequence is AAFHSRFVQALTTAA. The MHC is DRB3_0202 with pseudo-sequence DRB3_0202. The binding affinity (normalized) is 0.767.